Dataset: CYP2C19 inhibition data for predicting drug metabolism from PubChem BioAssay. Task: Regression/Classification. Given a drug SMILES string, predict its absorption, distribution, metabolism, or excretion properties. Task type varies by dataset: regression for continuous measurements (e.g., permeability, clearance, half-life) or binary classification for categorical outcomes (e.g., BBB penetration, CYP inhibition). Dataset: cyp2c19_veith. (1) The molecule is CN(CC(=O)Nc1ccc(F)c(F)c1)S(=O)(=O)c1cccc2nsnc12. The result is 1 (inhibitor). (2) The compound is COCC(=O)N1CCC[C@@]2(CCN(C(=O)Nc3ccccc3)C2)C1. The result is 0 (non-inhibitor). (3) The compound is COCCn1c(=O)c(-c2ccc(F)cc2)nc2cnc(Oc3ccc(OC)cc3)nc21. The result is 0 (non-inhibitor). (4) The compound is CCC(c1nnnn1CC1CCCO1)N(CCN1CCOCC1)Cc1cc2cc(C)ccc2[nH]c1=O. The result is 0 (non-inhibitor). (5) The compound is C[N+](C)(N)Cc1nc(-c2ccc(Cl)cc2)no1. The result is 0 (non-inhibitor). (6) The compound is CSC(=N)N. The result is 0 (non-inhibitor). (7) The molecule is O=Nc1ccc(NOC(=O)c2ccc(Br)cc2)cc1. The result is 0 (non-inhibitor).